Predict the reaction yield, written as a fraction of the theoretical maximum amount of product (1.0 means a 100% yield; for example, 0.34 means a 34% yield). From a dataset of Reaction yield outcomes from USPTO patents with 853,638 reactions. (1) The reactants are [CH2:1]([O:8][C:9]1[CH:14]=[CH:13][CH:12]=[C:11]([NH2:15])[C:10]=1[NH2:16])[C:2]1[CH:7]=[CH:6][CH:5]=[CH:4][CH:3]=1.O=[C:18]([C:24]([O-])=[O:25])[C:19]([O:21][CH2:22][CH3:23])=[O:20].C(O)(=O)C. The catalyst is C(O)C. The product is [CH2:22]([O:21][C:19]([C:18]1[C:24](=[O:25])[NH:15][C:11]2[C:10](=[C:9]([O:8][CH2:1][C:2]3[CH:3]=[CH:4][CH:5]=[CH:6][CH:7]=3)[CH:14]=[CH:13][CH:12]=2)[N:16]=1)=[O:20])[CH3:23]. The yield is 0.340. (2) The reactants are [CH:1]1([CH2:4][O:5][CH2:6][CH:7]2[CH2:11][CH2:10][N:9](C(OC(C)(C)C)=O)[CH2:8]2)[CH2:3][CH2:2]1.Cl. The catalyst is C(O)(C)C. The product is [CH:1]1([CH2:4][O:5][CH2:6][CH:7]2[CH2:11][CH2:10][NH:9][CH2:8]2)[CH2:2][CH2:3]1. The yield is 0.650. (3) The reactants are C(OC([N:8]1[CH2:38][CH2:37][C:11]2([O:15][C:14](=[O:16])[N:13]([CH2:17][C:18]3[CH:23]=[CH:22][C:21]([O:24][CH2:25][CH:26]([CH3:28])[CH3:27])=[CH:20][CH:19]=3)[CH:12]2[CH2:29][C:30]2[CH:35]=[CH:34][C:33]([F:36])=[CH:32][CH:31]=2)[CH2:10][CH2:9]1)=O)(C)(C)C.[NH:39]1[CH2:44][CH2:43][O:42][CH2:41][CH2:40]1.[Cl:45][CH2:46][CH2:47][CH2:48]I.C(=O)([O-])[O-].[K+].[K+].[I-].[Na+]. The catalyst is C(#N)C.CN(C=O)C. The product is [ClH:45].[ClH:45].[F:36][C:33]1[CH:32]=[CH:31][C:30]([CH2:29][CH:12]2[C:11]3([CH2:37][CH2:38][N:8]([CH2:46][CH2:47][CH2:48][N:39]4[CH2:44][CH2:43][O:42][CH2:41][CH2:40]4)[CH2:9][CH2:10]3)[O:15][C:14](=[O:16])[N:13]2[CH2:17][C:18]2[CH:23]=[CH:22][C:21]([O:24][CH2:25][CH:26]([CH3:27])[CH3:28])=[CH:20][CH:19]=2)=[CH:35][CH:34]=1. The yield is 0.400. (4) The reactants are [SH:1][CH2:2][CH2:3][C:4]([O:6][CH3:7])=[O:5].C([O-])([O-])=O.[K+].[K+].Br[CH2:15][CH2:16][CH2:17][CH2:18][CH2:19][CH2:20][CH2:21][CH2:22][CH2:23][C:24]#[C:25][Si](C)(C)C. The catalyst is CO. The product is [CH2:25]([S:1][CH2:2][CH2:3][C:4]([O:6][CH3:7])=[O:5])[CH2:24][CH2:23][CH2:22][CH2:21][CH2:20][CH2:19][CH2:18][CH2:17][C:16]#[CH:15]. The yield is 0.570. (5) The reactants are [CH3:1][O:2][C:3](=[O:15])[C:4]([CH:6]([C:8]1[CH:9]=[N:10][C:11]([Cl:14])=[CH:12][CH:13]=1)[OH:7])=[CH2:5].[C:16](OC(=O)C)(=[O:18])[CH3:17]. The catalyst is ClCCl.CN(C1C=CN=CC=1)C.C([O-])(O)=O.[Na+]. The product is [CH3:1][O:2][C:3](=[O:15])[C:4]([CH:6]([O:7][C:16](=[O:18])[CH3:17])[C:8]1[CH:9]=[N:10][C:11]([Cl:14])=[CH:12][CH:13]=1)=[CH2:5]. The yield is 0.440.